From a dataset of Forward reaction prediction with 1.9M reactions from USPTO patents (1976-2016). Predict the product of the given reaction. (1) Given the reactants [Cl:1][C:2]1[CH:7]=[CH:6][C:5]([N+:8]([O-:10])=[O:9])=[C:4](F)[CH:3]=1.[NH:12]1[CH:16]=[CH:15][CH:14]=[C:13]1[C:17]([O:19][CH3:20])=[O:18].C([O-])([O-])=O.[Cs+].[Cs+].CN(C=O)C, predict the reaction product. The product is: [Cl:1][C:2]1[CH:7]=[CH:6][C:5]([N+:8]([O-:10])=[O:9])=[C:4]([N:12]2[CH:16]=[CH:15][CH:14]=[C:13]2[C:17]([O:19][CH3:20])=[O:18])[CH:3]=1. (2) Given the reactants [N+:1]([C:4]1[CH:14]=[CH:13][CH:12]=[C:6]2[C:7]([O:9][C:10](=[O:11])[C:5]=12)=O)([O-:3])=[O:2].[NH2:15][C:16]1[CH:24]=[CH:23][CH:22]=[CH:21][C:17]=1[C:18]([OH:20])=[O:19], predict the reaction product. The product is: [N+:1]([C:4]1[CH:14]=[CH:13][CH:12]=[C:6]2[C:7]([N:15]([C:16]3[CH:24]=[CH:23][CH:22]=[CH:21][C:17]=3[C:18]([OH:20])=[O:19])[C:10](=[O:11])[C:5]=12)=[O:9])([O-:3])=[O:2]. (3) Given the reactants [CH3:1][C:2]([CH3:17])([CH3:16])[C:3]#[C:4][C:5]1[O:9][N:8]=[C:7]([C:10]([O:12]CC)=[O:11])[C:6]=1[CH3:15].[OH-].[Na+].Cl.O, predict the reaction product. The product is: [CH3:1][C:2]([CH3:17])([CH3:16])[C:3]#[C:4][C:5]1[O:9][N:8]=[C:7]([C:10]([OH:12])=[O:11])[C:6]=1[CH3:15].